This data is from Catalyst prediction with 721,799 reactions and 888 catalyst types from USPTO. The task is: Predict which catalyst facilitates the given reaction. (1) Reactant: Cl[C:2]1[C:11]2=[N:12][N:13](CC3C=CC(OC)=CC=3)[CH:14]=[C:10]2[C:9]2[CH:8]=[C:7]([O:24][CH3:25])[CH:6]=[CH:5][C:4]=2[N:3]=1.[NH2:26][C:27]1[CH:32]=[CH:31][C:30]([C:33]([N:35]2[CH2:39][CH2:38][CH:37]([N:40]([CH3:42])[CH3:41])[CH2:36]2)=[O:34])=[CH:29][CH:28]=1.Cl. The catalyst class is: 71. Product: [CH3:41][N:40]([CH3:42])[CH:37]1[CH2:38][CH2:39][N:35]([C:33]([C:30]2[CH:31]=[CH:32][C:27]([NH:26][C:2]3[C:11]4=[N:12][NH:13][CH:14]=[C:10]4[C:9]4[CH:8]=[C:7]([O:24][CH3:25])[CH:6]=[CH:5][C:4]=4[N:3]=3)=[CH:28][CH:29]=2)=[O:34])[CH2:36]1. (2) Reactant: CC1C=CC(S(O[CH2:12][CH:13]([C:15]2[C:24]3[C:19](=[CH:20][CH:21]=[C:22]([O:25][CH3:26])[N:23]=3)[N:18]=[CH:17][C:16]=2[F:27])[OH:14])(=O)=O)=CC=1.C(=O)([O-])[O-].[K+].[K+]. Product: [F:27][C:16]1[C:15]([CH:13]2[CH2:12][O:14]2)=[C:24]2[C:19]([CH:20]=[CH:21][C:22]([O:25][CH3:26])=[N:23]2)=[N:18][CH:17]=1. The catalyst class is: 24. (3) Reactant: [H-].[Na+].[NH:3]1[C:11]2[C:6](=[CH:7][C:8]([O:12][C:13]3[CH:18]=[CH:17][N:16]=[C:15]([NH2:19])[CH:14]=3)=[CH:9][CH:10]=2)[CH:5]=[CH:4]1.[CH3:20][NH:21][C:22](=O)[O:23]C1C=CC=CC=1. Product: [CH3:20][NH:21][C:22]([N:3]1[C:11]2[C:6](=[CH:7][C:8]([O:12][C:13]3[CH:18]=[CH:17][N:16]=[C:15]([NH2:19])[CH:14]=3)=[CH:9][CH:10]=2)[CH:5]=[CH:4]1)=[O:23]. The catalyst class is: 9. (4) Reactant: Cl[C:2]1[N:7]2[N:8]=[C:9]([C:11]([F:14])([F:13])[CH3:12])[N:10]=[C:6]2[N:5]=[C:4]([CH3:15])[CH:3]=1.[F:16][C:17]1[CH:18]=[C:19]([CH:21]=[CH:22][C:23]=1[C:24]([F:27])([F:26])[F:25])[NH2:20]. Product: [F:13][C:11]([C:9]1[N:10]=[C:6]2[N:5]=[C:4]([CH3:15])[CH:3]=[C:2]([NH:20][C:19]3[CH:21]=[CH:22][C:23]([C:24]([F:25])([F:26])[F:27])=[C:17]([F:16])[CH:18]=3)[N:7]2[N:8]=1)([F:14])[CH3:12]. The catalyst class is: 8. (5) Reactant: [CH2:1]([C:3]1[CH:8]=[CH:7][C:6]([OH:9])=[C:5]([O:10][C:11]2[CH:16]=[CH:15][CH:14]=[CH:13][CH:12]=2)[CH:4]=1)[CH3:2].[CH2:17]([O:19][C:20](=[O:40])[CH2:21][S:22][C:23]1[CH:28]=[CH:27][C:26]([O:29][CH2:30][CH2:31][C@@H:32](OS(C)(=O)=O)[CH3:33])=[CH:25][C:24]=1[CH3:39])[CH3:18].C([O-])([O-])=O.[Cs+].[Cs+].Cl. Product: [CH2:17]([O:19][C:20](=[O:40])[CH2:21][S:22][C:23]1[CH:28]=[CH:27][C:26]([O:29][CH2:30][CH2:31][CH:32]([O:9][C:6]2[CH:7]=[CH:8][C:3]([CH2:1][CH3:2])=[CH:4][C:5]=2[O:10][C:11]2[CH:16]=[CH:15][CH:14]=[CH:13][CH:12]=2)[CH3:33])=[CH:25][C:24]=1[CH3:39])[CH3:18]. The catalyst class is: 18. (6) Reactant: Br[C:2]1[CH:10]=[CH:9][C:5]([C:6]([OH:8])=[O:7])=[C:4]([CH3:11])[CH:3]=1.[Li]CCCC.CN([CH:20]=[O:21])C. Product: [CH:20]([C:2]1[CH:10]=[CH:9][C:5]([C:6]([OH:8])=[O:7])=[C:4]([CH3:11])[CH:3]=1)=[O:21]. The catalyst class is: 1.